Predict which catalyst facilitates the given reaction. From a dataset of Catalyst prediction with 721,799 reactions and 888 catalyst types from USPTO. (1) The catalyst class is: 326. Product: [CH2:13]([N:20]([C:27]1[CH:32]=[CH:31][C:30]([F:33])=[C:29]([Cl:34])[CH:28]=1)[CH:21]([CH2:24][CH:25]1[CH2:1][CH2:26]1)[CH2:22][OH:23])[C:14]1[CH:15]=[CH:16][CH:17]=[CH:18][CH:19]=1. Reactant: [CH2:1]([Zn]CC)C.C(O)(C(F)(F)F)=O.[CH2:13]([N:20]([C:27]1[CH:32]=[CH:31][C:30]([F:33])=[C:29]([Cl:34])[CH:28]=1)[CH:21]([CH2:24][CH:25]=[CH2:26])[CH2:22][OH:23])[C:14]1[CH:19]=[CH:18][CH:17]=[CH:16][CH:15]=1. (2) Reactant: Cl[C:2]([O:4][C:5]1[CH:10]=[CH:9][CH:8]=[CH:7][CH:6]=1)=[O:3].[NH2:11][C:12]1[CH:17]=[CH:16][N:15]=[CH:14][CH:13]=1.C(N(CC)CC)C. Product: [N:15]1[CH:16]=[CH:17][C:12]([NH:11][C:2](=[O:3])[O:4][C:5]2[CH:10]=[CH:9][CH:8]=[CH:7][CH:6]=2)=[CH:13][CH:14]=1. The catalyst class is: 4. (3) Reactant: [CH2:1]([N:3]1[C:9](=[O:10])[C:8]2[CH:11]=[CH:12][CH:13]=[CH:14][C:7]=2[S:6](=[O:15])[C:5]2[CH:16]=[CH:17][C:18]([C:20](O)=[O:21])=[CH:19][C:4]1=2)[CH3:2].CN(C(ON1N=NC2C=CC=NC1=2)=[N+](C)C)C.F[P-](F)(F)(F)(F)F.CCN(C(C)C)C(C)C.[CH:56]1[C:65]2[C:60](=[CH:61][CH:62]=[CH:63][CH:64]=2)[CH:59]=[CH:58][C:57]=1[C@H:66]([NH2:68])[CH3:67].Cl. Product: [CH2:1]([N:3]1[C:9](=[O:10])[C:8]2[CH:11]=[CH:12][CH:13]=[CH:14][C:7]=2[S@@:6](=[O:15])[C:5]2[CH:16]=[CH:17][C:18]([C:20]([NH:68][CH:66]([C:57]3[CH:58]=[CH:59][C:60]4[C:65](=[CH:64][CH:63]=[CH:62][CH:61]=4)[CH:56]=3)[CH3:67])=[O:21])=[CH:19][C:4]1=2)[CH3:2]. The catalyst class is: 3. (4) Reactant: C(N(CC)CC)C.[Cl:8][C:9]1[C:18]([N+:19]([O-:21])=[O:20])=[C:17](Cl)[C:16]2[C:11](=[CH:12][CH:13]=[CH:14][CH:15]=2)[N:10]=1.CN(C=O)C.Cl.[F:29][C:30]([CH3:34])([CH3:33])[CH2:31][NH2:32]. Product: [Cl:8][C:9]1[C:18]([N+:19]([O-:21])=[O:20])=[C:17]([NH:32][CH2:31][C:30]([F:29])([CH3:34])[CH3:33])[C:16]2[C:11](=[CH:12][CH:13]=[CH:14][CH:15]=2)[N:10]=1. The catalyst class is: 6. (5) Product: [N:42]1([C:30](=[O:31])[CH2:29][C:26]2[CH:27]=[CH:28][C:23]([CH2:22][O:21][CH2:20][C@H:18]3[CH2:19][C@@H:17]3[CH:14]3[CH2:13][CH2:12][N:11]([C:9]([O:8][CH2:1][C:2]4[CH:3]=[CH:4][CH:5]=[CH:6][CH:7]=4)=[O:10])[CH2:16][CH2:15]3)=[C:24]([F:33])[CH:25]=2)[CH2:37][CH2:36][CH2:35]1. The catalyst class is: 91. Reactant: [CH2:1]([O:8][C:9]([N:11]1[CH2:16][CH2:15][CH:14]([C@H:17]2[CH2:19][C@@H:18]2[CH2:20][O:21][CH2:22][C:23]2[CH:28]=[CH:27][C:26]([CH2:29][C:30](O)=[O:31])=[CH:25][C:24]=2[F:33])[CH2:13][CH2:12]1)=[O:10])[C:2]1[CH:7]=[CH:6][CH:5]=[CH:4][CH:3]=1.[CH:35]1[CH:35]=[CH:36][C:37]2[N:42](O)N=[N:42][C:37]=2[CH:36]=1.O.CCN=C=NCCCN(C)C.Cl.N1CCC1.